From a dataset of Merck oncology drug combination screen with 23,052 pairs across 39 cell lines. Regression. Given two drug SMILES strings and cell line genomic features, predict the synergy score measuring deviation from expected non-interaction effect. (1) Drug 1: O=C(O)C1(Cc2cccc(Nc3nccs3)n2)CCC(Oc2cccc(Cl)c2F)CC1. Drug 2: COC1=C2CC(C)CC(OC)C(O)C(C)C=C(C)C(OC(N)=O)C(OC)C=CC=C(C)C(=O)NC(=CC1=O)C2=O. Cell line: MSTO. Synergy scores: synergy=-3.12. (2) Drug 2: CNC(=O)c1cc(Oc2ccc(NC(=O)Nc3ccc(Cl)c(C(F)(F)F)c3)cc2)ccn1. Synergy scores: synergy=0.963. Cell line: HT144. Drug 1: C=CCn1c(=O)c2cnc(Nc3ccc(N4CCN(C)CC4)cc3)nc2n1-c1cccc(C(C)(C)O)n1. (3) Drug 1: CC(=O)OC1C(=O)C2(C)C(O)CC3OCC3(OC(C)=O)C2C(OC(=O)c2ccccc2)C2(O)CC(OC(=O)C(O)C(NC(=O)c3ccccc3)c3ccccc3)C(C)=C1C2(C)C. Drug 2: Cn1nnc2c(C(N)=O)ncn2c1=O. Cell line: UWB1289BRCA1. Synergy scores: synergy=24.1. (4) Drug 1: NC1(c2ccc(-c3nc4ccn5c(=O)[nH]nc5c4cc3-c3ccccc3)cc2)CCC1. Drug 2: C#Cc1cccc(Nc2ncnc3cc(OCCOC)c(OCCOC)cc23)c1. Cell line: PA1. Synergy scores: synergy=34.1. (5) Drug 1: CN1C(=O)C=CC2(C)C3CCC4(C)C(NC(=O)OCC(F)(F)F)CCC4C3CCC12. Cell line: SKMES1. Drug 2: CC(=O)OC1C(=O)C2(C)C(O)CC3OCC3(OC(C)=O)C2C(OC(=O)c2ccccc2)C2(O)CC(OC(=O)C(O)C(NC(=O)c3ccccc3)c3ccccc3)C(C)=C1C2(C)C. Synergy scores: synergy=18.5.